From a dataset of Reaction yield outcomes from USPTO patents with 853,638 reactions. Predict the reaction yield, written as a fraction of the theoretical maximum amount of product (1.0 means a 100% yield; for example, 0.34 means a 34% yield). (1) The reactants are ClC(Cl)(Cl)[C:3]([C:5]1[NH:9][CH:8]=[C:7]([CH:10]=[O:11])[CH:6]=1)=[O:4].[H-].[Na+].[CH3:16][S:17](Cl)(=[O:19])=[O:18].Cl.[CH3:22][OH:23]. The catalyst is C(N(CC)CC)C. The product is [CH3:22][O:23][C:3]([C:5]1[N:9]([S:17]([CH3:16])(=[O:19])=[O:18])[CH:8]=[C:7]([CH:10]=[O:11])[CH:6]=1)=[O:4]. The yield is 0.820. (2) The reactants are [CH2:1]([N:8]1[C:16]2[C:11](=[CH:12][CH:13]=[C:14]([C:17]#[N:18])[CH:15]=2)[C:10]([CH2:19][C:20]2[CH:25]=[CH:24][CH:23]=[CH:22][C:21]=2[C:26]2C=[CH:30][C:29]([O:32][CH3:33])=[CH:28][C:27]=2C=O)=[CH:9]1)[C:2]1[CH:7]=[CH:6][CH:5]=[CH:4][CH:3]=1.[C:36]([OH:42])([C:38](F)(F)F)=[O:37].[H-].[Na+].C(Br)C1C=CC=CC=1.C[N:54](C=O)C. No catalyst specified. The product is [CH2:1]([N:8]1[C:16]2[C:11](=[CH:12][CH:13]=[C:14]([C:17](=[NH:54])[NH2:18])[CH:15]=2)[C:10]([CH2:19][C:20]2[CH:25]=[CH:24][CH:23]=[CH:22][C:21]=2[C:26]2[C:38]([C:36]([OH:42])=[O:37])=[CH:30][C:29]([O:32][CH3:33])=[CH:28][CH:27]=2)=[CH:9]1)[C:2]1[CH:3]=[CH:4][CH:5]=[CH:6][CH:7]=1. The yield is 0.830.